From a dataset of Reaction yield outcomes from USPTO patents with 853,638 reactions. Predict the reaction yield, written as a fraction of the theoretical maximum amount of product (1.0 means a 100% yield; for example, 0.34 means a 34% yield). (1) The reactants are [F:1][C:2]1[CH:7]=[CH:6][CH:5]=[C:4]([N+:8]([O-])=O)[C:3]=1[O:11][CH2:12][C:13]([O:15]C)=O. The catalyst is C(O)(=O)C.[Fe]. The product is [F:1][C:2]1[C:3]2[O:11][CH2:12][C:13](=[O:15])[NH:8][C:4]=2[CH:5]=[CH:6][CH:7]=1. The yield is 0.710. (2) The reactants are [F:1][C:2]1[CH:15]=[C:14]([C:16]([F:19])([F:18])[F:17])[CH:13]=[CH:12][C:3]=1/[CH:4]=[N:5]/[S@@:6]([C:8]([CH3:11])([CH3:10])[CH3:9])=[O:7].[CH3:20][Mg]Br.CCOC(C)=O.CCCCCCC. The catalyst is C(Cl)Cl.CCOCC. The product is [F:1][C:2]1[CH:15]=[C:14]([C:16]([F:19])([F:17])[F:18])[CH:13]=[CH:12][C:3]=1[C@@H:4]([NH:5][S@@:6]([C:8]([CH3:11])([CH3:9])[CH3:10])=[O:7])[CH3:20]. The yield is 0.610. (3) The reactants are [C:1]([C@@H:5]1[CH2:10][CH2:9][C@H:8]([OH:11])[CH2:7][CH2:6]1)([CH3:4])([CH3:3])[CH3:2].[CH3:12][S:13](O[S:13]([CH3:12])(=[O:15])=[O:14])(=[O:15])=[O:14].C(N(CC)CC)C. The catalyst is ClCCl. The product is [CH3:12][S:13]([O:11][C@H:8]1[CH2:7][CH2:6][C@@H:5]([C:1]([CH3:4])([CH3:2])[CH3:3])[CH2:10][CH2:9]1)(=[O:15])=[O:14]. The yield is 0.900. (4) The reactants are [C:1]1(B(O)O)[CH:6]=[CH:5][CH:4]=[CH:3][CH:2]=1.Br[C:11]1[CH:16]=[CH:15][C:14](Br)=[C:13]([CH3:18])[N:12]=1.[O-]P([O-])([O-])=O.[K+].[K+].[K+].[C:27]1(C)[CH:32]=[CH:31][CH:30]=[CH:29][CH:28]=1. The yield is 0.927. The product is [C:1]1([C:11]2[CH:16]=[CH:15][C:14]([C:27]3[CH:32]=[CH:31][CH:30]=[CH:29][CH:28]=3)=[C:13]([CH3:18])[N:12]=2)[CH:6]=[CH:5][CH:4]=[CH:3][CH:2]=1. The catalyst is C1C=CC(/C=C/C(/C=C/C2C=CC=CC=2)=O)=CC=1.C1C=CC(/C=C/C(/C=C/C2C=CC=CC=2)=O)=CC=1.C1C=CC(/C=C/C(/C=C/C2C=CC=CC=2)=O)=CC=1.[Pd].[Pd].C1(P(C2CCCCC2)C2C=CC=CC=2C2C(OC)=CC=CC=2OC)CCCCC1.O. (5) The reactants are ClC1C(F)=C(F)C=C2C=1[N:10]([C:12]1[CH:17]=[CH:16][C:15]([CH2:18][N:19]3[CH2:23][CH2:22][CH2:21][CH2:20]3)=[CH:14][CH:13]=1)C=C(C(OCC)=O)C2=O.N1(CC2N=CC(N)=CC=2)CCCC1. No catalyst specified. The product is [N:19]1([CH2:18][C:15]2[CH:14]=[CH:13][C:12]([NH2:10])=[CH:17][CH:16]=2)[CH2:23][CH2:22][CH2:21][CH2:20]1. The yield is 0.710. (6) The reactants are [F:1][C:2]1[CH:3]=[C:4]([CH:9]2[C:17]3[O:16][C:15](=O)[NH:14][C:13](=[O:19])[C:12]=3[CH2:11][CH2:10]2)[CH:5]=[C:6]([F:8])[CH:7]=1.[OH-].[NH4+:21]. No catalyst specified. The product is [F:1][C:2]1[CH:3]=[C:4]([CH:9]2[C:17]3[NH:21][C:15](=[O:16])[NH:14][C:13](=[O:19])[C:12]=3[CH2:11][CH2:10]2)[CH:5]=[C:6]([F:8])[CH:7]=1. The yield is 1.06. (7) The reactants are [C:1]([S:5][CH2:6][C:7]1[N:12]=[CH:11][C:10]([C:13]#[N:14])=[CH:9][CH:8]=1)([CH3:4])([CH3:3])[CH3:2].B.C1COCC1. The catalyst is C1COCC1. The product is [NH2:14][CH2:13][C:10]1[CH:11]=[N:12][C:7]([CH2:6][S:5][C:1]([CH3:4])([CH3:3])[CH3:2])=[CH:8][CH:9]=1. The yield is 0.770. (8) The reactants are [C:1]([Si:5]([CH3:19])([CH3:18])[O:6][CH:7]([C:11]1([CH2:15][CH2:16][CH3:17])[CH2:14][CH2:13][CH2:12]1)[CH2:8][C:9]#[CH:10])([CH3:4])([CH3:3])[CH3:2].[I:20]N1C(=O)CCC1=O. The catalyst is C(Cl)Cl.[H-].[Cl-].C1([Zr+2]C2C=CC=C2)C=CC=C1. The yield is 0.710. The product is [C:1]([Si:5]([O:6][CH:7]([C:11]1([CH2:15][CH2:16][CH3:17])[CH2:14][CH2:13][CH2:12]1)[CH2:8][CH:9]=[CH:10][I:20])([CH3:19])[CH3:18])([CH3:3])([CH3:4])[CH3:2]. (9) The reactants are N(C(OC(C)C)=O)=NC(OC(C)C)=O.[C:15]([N:34]1[CH:38]=[CH:37][N:36]=[C:35]1[CH2:39][CH2:40][OH:41])([C:28]1[CH:33]=[CH:32][CH:31]=[CH:30][CH:29]=1)([C:22]1[CH:27]=[CH:26][CH:25]=[CH:24][CH:23]=1)[C:16]1[CH:21]=[CH:20][CH:19]=[CH:18][CH:17]=1.O[C:43]1[C:44]([I:53])=[N:45][CH:46]=[C:47]([CH:52]=1)[C:48]([O:50][CH3:51])=[O:49].C1(P(C2C=CC=CC=2)C2C=CC=CC=2)C=CC=CC=1.O1CCCC1. The catalyst is O. The product is [I:53][C:44]1[C:43]([O:41][CH2:40][CH2:39][C:35]2[N:34]([C:15]([C:28]3[CH:29]=[CH:30][CH:31]=[CH:32][CH:33]=3)([C:22]3[CH:23]=[CH:24][CH:25]=[CH:26][CH:27]=3)[C:16]3[CH:21]=[CH:20][CH:19]=[CH:18][CH:17]=3)[CH:38]=[CH:37][N:36]=2)=[CH:52][C:47]([C:48]([O:50][CH3:51])=[O:49])=[CH:46][N:45]=1. The yield is 0.440.